Dataset: Forward reaction prediction with 1.9M reactions from USPTO patents (1976-2016). Task: Predict the product of the given reaction. (1) Given the reactants Cl[CH2:2][C:3]1[CH:8]=[CH:7][N:6]=[C:5]2[N:9]([S:26]([C:29]3[CH:34]=[CH:33][C:32]([CH3:35])=[CH:31][CH:30]=3)(=[O:28])=[O:27])[C:10]([C:12]3[C:16]4=[N:17][C:18]([O:23][CH3:24])=[C:19]([O:21][CH3:22])[CH:20]=[C:15]4[N:14]([CH3:25])[CH:13]=3)=[CH:11][C:4]=12.[C:36]([O:40][C:41](=[O:44])[CH2:42][NH2:43])([CH3:39])([CH3:38])[CH3:37], predict the reaction product. The product is: [CH3:24][O:23][C:18]1[N:17]=[C:16]2[C:12]([C:10]3[N:9]([S:26]([C:29]4[CH:34]=[CH:33][C:32]([CH3:35])=[CH:31][CH:30]=4)(=[O:27])=[O:28])[C:5]4=[N:6][CH:7]=[CH:8][C:3]([CH2:2][NH:43][CH2:42][C:41]([O:40][C:36]([CH3:39])([CH3:38])[CH3:37])=[O:44])=[C:4]4[CH:11]=3)=[CH:13][N:14]([CH3:25])[C:15]2=[CH:20][C:19]=1[O:21][CH3:22]. (2) Given the reactants [Cl:1][C:2]1[C:7](C(O)=O)=[C:6]([F:11])[C:5]([NH:12][S:13]([CH2:16][CH2:17][CH2:18][F:19])(=[O:15])=[O:14])=[CH:4][CH:3]=1.C([N:22](CC)CC)C.C1C=CC(P(N=[N+]=[N-])(C2C=CC=CC=2)=O)=CC=1.O, predict the reaction product. The product is: [NH2:22][C:7]1[C:6]([F:11])=[C:5]([NH:12][S:13]([CH2:16][CH2:17][CH2:18][F:19])(=[O:15])=[O:14])[CH:4]=[CH:3][C:2]=1[Cl:1].